Dataset: Full USPTO retrosynthesis dataset with 1.9M reactions from patents (1976-2016). Task: Predict the reactants needed to synthesize the given product. (1) Given the product [CH2:16]1[C:15]2([CH2:18][CH2:19][CH:20]([CH2:23][C:24]([O:26][CH3:27])=[O:25])[CH2:21][CH2:22]2)[CH2:14][CH2:13][NH:12][CH2:17]1, predict the reactants needed to synthesize it. The reactants are: O=S(Cl)Cl.C(OC([N:12]1[CH2:17][CH2:16][C:15]2([CH2:22][CH2:21][CH:20]([CH2:23][C:24]([OH:26])=[O:25])[CH2:19][CH2:18]2)[CH2:14][CH2:13]1)=O)(C)(C)C.[CH3:27]O. (2) The reactants are: [CH:1]([C@@H:4]1[CH2:9][CH2:8][C@@H:7]([CH3:10])[CH2:6][C@H:5]1[OH:11])([CH3:3])[CH3:2].[OH-].[K+].Cl[CH2:15][C:16]([C:18]1[CH:23]=[C:22]([CH:24]([CH3:26])[CH3:25])[C:21]([OH:27])=[C:20]([CH:28]([CH3:30])[CH3:29])[CH:19]=1)=[O:17].Cl. Given the product [OH:27][C:21]1[C:22]([CH:24]([CH3:26])[CH3:25])=[CH:23][C:18]([C:16](=[O:17])[CH2:15][O:11][C@@H:5]2[CH2:6][C@H:7]([CH3:10])[CH2:8][CH2:9][C@H:4]2[CH:1]([CH3:3])[CH3:2])=[CH:19][C:20]=1[CH:28]([CH3:30])[CH3:29], predict the reactants needed to synthesize it. (3) Given the product [N:3]1[CH:4]=[CH:5][CH:6]=[CH:7][C:2]=1[C:11]#[C:10][CH2:9][CH2:8][C:12]1[O:13][C:14]2[C:15]([N:20]=1)=[N:16][CH:17]=[CH:18][CH:19]=2, predict the reactants needed to synthesize it. The reactants are: I[C:2]1[CH:7]=[CH:6][CH:5]=[CH:4][N:3]=1.[CH2:8]([C:12]1[O:13][C:14]2[C:15]([N:20]=1)=[N:16][CH:17]=[CH:18][CH:19]=2)[CH2:9][C:10]#[CH:11]. (4) Given the product [CH2:11]([O:18][C:19]1[CH:24]=[CH:23][C:22]([C:25]2[N:10]=[C:1]([CH3:2])[O:4][C:26]=2[C:27]2[CH:32]=[CH:31][N:30]=[CH:29][CH:28]=2)=[CH:21][CH:20]=1)[C:12]1[CH:17]=[CH:16][CH:15]=[CH:14][CH:13]=1, predict the reactants needed to synthesize it. The reactants are: [C:1]([O-:4])(=O)[CH3:2].[Na+].C([O-])(=O)C.[NH4+:10].[CH2:11]([O:18][C:19]1[CH:24]=[CH:23][C:22]([C:25](=O)[CH:26](Br)[C:27]2[CH:32]=[CH:31][N:30]=[CH:29][CH:28]=2)=[CH:21][CH:20]=1)[C:12]1[CH:17]=[CH:16][CH:15]=[CH:14][CH:13]=1. (5) Given the product [OH:2][C:3]1[CH:15]=[CH:14][C:13]2[C:12]3[C:7](=[CH:8][C:9]([OH:16])=[CH:10][CH:11]=3)[NH:6][C:5]=2[CH:4]=1, predict the reactants needed to synthesize it. The reactants are: C[O:2][C:3]1[CH:15]=[CH:14][C:13]2[C:12]3[C:7](=[CH:8][C:9]([O:16]C)=[CH:10][CH:11]=3)[NH:6][C:5]=2[CH:4]=1.Cl.N1C=CC=CC=1. (6) Given the product [CH3:1][O:2][C:3]([C:5]1([CH2:13][NH:14][C:28]([O:27][C:23]([CH3:26])([CH3:25])[CH3:24])=[O:29])[C:7]2([CH2:8][CH2:9][CH2:10][CH2:11][CH2:12]2)[CH2:6]1)=[O:4], predict the reactants needed to synthesize it. The reactants are: [CH3:1][O:2][C:3]([C:5]1([C:13]#[N:14])[C:7]2([CH2:12][CH2:11][CH2:10][CH2:9][CH2:8]2)[CH2:6]1)=[O:4].[BH4-].[Na+].C(=O)([O-])[O-].[K+].[K+].[C:23]([O:27][C:28](O[C:28]([O:27][C:23]([CH3:26])([CH3:25])[CH3:24])=[O:29])=[O:29])([CH3:26])([CH3:25])[CH3:24]. (7) Given the product [CH:31]1([CH2:30][O:29][C:5]2[CH:4]=[CH:3][C:2]([CH2:35][N:36]3[CH2:40][CH2:39][CH2:38][CH2:37]3)=[CH:7][C:6]=2[C:8]2[C:9]3[CH:18]=[CH:17][NH:16][C:10]=3[C:11](=[O:15])[N:12]([CH3:14])[CH:13]=2)[CH2:33][CH2:32]1, predict the reactants needed to synthesize it. The reactants are: Br[C:2]1[CH:3]=[CH:4][C:5]([O:29][CH2:30][CH:31]2[CH2:33][CH2:32]2)=[C:6]([C:8]2[C:9]3[CH:18]=[CH:17][N:16](S(C4C=CC(C)=CC=4)(=O)=O)[C:10]=3[C:11](=[O:15])[N:12]([CH3:14])[CH:13]=2)[CH:7]=1.[B-](F)(F)(F)[CH2:35][N:36]1[CH2:40][CH2:39][CH2:38][CH2:37]1.[K+].C1(P(C2CCCCC2)C2C=CC=CC=2C2C(C(C)C)=CC(C(C)C)=CC=2C(C)C)CCCCC1.C(=O)([O-])[O-].[Cs+].[Cs+].[OH-].[Na+]. (8) Given the product [ClH:30].[CH2:1]([O:3][C:4](=[O:29])[CH2:5][NH:6][C:7](=[O:28])[CH2:8][NH:9][C:10](=[O:27])[C@H:11]([CH2:20][CH:21]1[CH2:22][CH2:23][CH2:24][CH2:25][CH2:26]1)[NH2:12])[CH3:2], predict the reactants needed to synthesize it. The reactants are: [CH2:1]([O:3][C:4](=[O:29])[CH2:5][NH:6][C:7](=[O:28])[CH2:8][NH:9][C:10](=[O:27])[C@H:11]([CH2:20][CH:21]1[CH2:26][CH2:25][CH2:24][CH2:23][CH2:22]1)[NH:12]C(OC(C)(C)C)=O)[CH3:2].[ClH:30].CCOC(C)=O.